Dataset: Forward reaction prediction with 1.9M reactions from USPTO patents (1976-2016). Task: Predict the product of the given reaction. (1) Given the reactants [OH:1][C:2]1[CH:11]=[CH:10][C:5]([C:6]([O:8][CH3:9])=[O:7])=[CH:4][CH:3]=1.C(=O)([O-])[O-].[K+].[K+].CC(C)=O.[CH2:22](Br)[CH2:23][CH2:24][CH2:25][CH2:26][CH2:27][CH2:28][CH3:29], predict the reaction product. The product is: [CH2:22]([O:1][C:2]1[CH:3]=[CH:4][C:5]([C:6]([O:8][CH3:9])=[O:7])=[CH:10][CH:11]=1)[CH2:23][CH2:24][CH2:25][CH2:26][CH2:27][CH2:28][CH3:29]. (2) Given the reactants [F:1][C:2]1[CH:19]=[CH:18][C:5]([O:6][C:7]2[CH:12]=[C:11]([CH3:13])[C:10]([C:14](=[O:16])[CH3:15])=[C:9]([CH3:17])[CH:8]=2)=[CH:4][CH:3]=1.[Br-:20].[Br-].[Br-].C([N+](CCCC)(CCCC)CCCC)CCC.C([N+](CCCC)(CCCC)CCCC)CCC.C([N+](CCCC)(CCCC)CCCC)CCC, predict the reaction product. The product is: [Br:20][CH2:15][C:14]([C:10]1[C:11]([CH3:13])=[CH:12][C:7]([O:6][C:5]2[CH:18]=[CH:19][C:2]([F:1])=[CH:3][CH:4]=2)=[CH:8][C:9]=1[CH3:17])=[O:16]. (3) Given the reactants [F:1][C:2]1[CH:7]=[CH:6][C:5]([N:8]([CH2:26][CH2:27][C:28]2[CH:33]=[CH:32][CH:31]=[C:30]([O:34][CH3:35])[CH:29]=2)[C:9](=O)[CH2:10][C:11]2[CH:16]=[CH:15][C:14]([O:17][CH2:18][C:19]3[CH:24]=[CH:23][CH:22]=[CH:21][CH:20]=3)=[CH:13][CH:12]=2)=[CH:4][CH:3]=1.C(OCC)(=O)C, predict the reaction product. The product is: [F:1][C:2]1[CH:7]=[CH:6][C:5]([N:8]2[CH2:26][CH2:27][C:28]3[C:33](=[CH:32][CH:31]=[C:30]([O:34][CH3:35])[CH:29]=3)[CH:9]2[CH2:10][C:11]2[CH:16]=[CH:15][C:14]([O:17][CH2:18][C:19]3[CH:24]=[CH:23][CH:22]=[CH:21][CH:20]=3)=[CH:13][CH:12]=2)=[CH:4][CH:3]=1.